Dataset: Catalyst prediction with 721,799 reactions and 888 catalyst types from USPTO. Task: Predict which catalyst facilitates the given reaction. (1) Reactant: [C:1]([O:7][C:8]1[CH:9]=[C:10]2[C:14](=[C:15]([N+:17]([O-])=O)[CH:16]=1)[NH:13][C:12]([C:20]1[S:21][CH:22]([CH:25]([O:28][CH3:29])[O:26][CH3:27])[CH2:23][N:24]=1)=[CH:11]2)(=[O:6])[C:2]([CH3:5])([CH3:4])[CH3:3].O.[Cl-].[Ca+2].[Cl-].C(=O)([O-])O.[Na+]. Product: [C:1]([O:7][C:8]1[CH:9]=[C:10]2[C:14](=[C:15]([NH2:17])[CH:16]=1)[NH:13][C:12]([C:20]1[S:21][CH:22]([CH:25]([O:26][CH3:27])[O:28][CH3:29])[CH2:23][N:24]=1)=[CH:11]2)(=[O:6])[C:2]([CH3:5])([CH3:4])[CH3:3]. The catalyst class is: 186. (2) Reactant: C([O:3][C:4](=[O:26])/[CH:5]=[CH:6]/[C:7]([N:9]1[C:14]2[CH:15]=[CH:16][CH:17]=[C:18]([C:19]([CH3:22])([CH3:21])[CH3:20])[C:13]=2[O:12][CH:11]([CH:23]([CH3:25])[CH3:24])[CH2:10]1)=[O:8])C.[OH-].[Na+]. Product: [C:19]([C:18]1[C:13]2[O:12][CH:11]([CH:23]([CH3:24])[CH3:25])[CH2:10][N:9]([C:7](=[O:8])/[CH:6]=[CH:5]/[C:4]([OH:26])=[O:3])[C:14]=2[CH:15]=[CH:16][CH:17]=1)([CH3:21])([CH3:22])[CH3:20]. The catalyst class is: 8. (3) Reactant: [C:1]1([CH:7]2[C:19]3[NH:18][C:17]4[C:12](=[CH:13][CH:14]=[CH:15][CH:16]=4)[C:11]=3[CH2:10][CH2:9][N:8]2[CH2:20][CH2:21]O)[CH:6]=[CH:5][CH:4]=[CH:3][CH:2]=1.S(Cl)([Cl:25])=O. Product: [ClH:25].[Cl:25][CH2:21][CH2:20][N:8]1[CH2:9][CH2:10][C:11]2[C:12]3[C:17](=[CH:16][CH:15]=[CH:14][CH:13]=3)[NH:18][C:19]=2[CH:7]1[C:1]1[CH:6]=[CH:5][CH:4]=[CH:3][CH:2]=1. The catalyst class is: 4.